This data is from Peptide-MHC class I binding affinity with 185,985 pairs from IEDB/IMGT. The task is: Regression. Given a peptide amino acid sequence and an MHC pseudo amino acid sequence, predict their binding affinity value. This is MHC class I binding data. (1) The peptide sequence is ATFRLECPY. The MHC is HLA-A30:01 with pseudo-sequence HLA-A30:01. The binding affinity (normalized) is 0.699. (2) The peptide sequence is FLPPQIPVI. The MHC is HLA-B40:01 with pseudo-sequence HLA-B40:01. The binding affinity (normalized) is 0.0847. (3) The peptide sequence is FMYALSRAF. The MHC is HLA-A32:07 with pseudo-sequence YSAMYQENVAHTDESIAYIMYQDYTWAVLAYTWY. The binding affinity (normalized) is 0.427. (4) The peptide sequence is LVQYRILPMI. The MHC is HLA-A68:02 with pseudo-sequence HLA-A68:02. The binding affinity (normalized) is 0.128. (5) The peptide sequence is KMNWFLNW. The MHC is Mamu-B3901 with pseudo-sequence Mamu-B3901. The binding affinity (normalized) is 0.129. (6) The peptide sequence is KQWRRDNRR. The MHC is HLA-B27:05 with pseudo-sequence HLA-B27:05. The binding affinity (normalized) is 0.472. (7) The peptide sequence is FQTVNFNNA. The MHC is HLA-B15:01 with pseudo-sequence HLA-B15:01. The binding affinity (normalized) is 0.167. (8) The peptide sequence is KMGKAGYVT. The MHC is HLA-A02:16 with pseudo-sequence HLA-A02:16. The binding affinity (normalized) is 0.486. (9) The peptide sequence is GTGTHPTTA. The MHC is HLA-B40:01 with pseudo-sequence HLA-B40:01. The binding affinity (normalized) is 0.0847. (10) The peptide sequence is FLYPSWSLY. The MHC is HLA-A25:01 with pseudo-sequence HLA-A25:01. The binding affinity (normalized) is 0.0847.